Predict the reactants needed to synthesize the given product. From a dataset of Full USPTO retrosynthesis dataset with 1.9M reactions from patents (1976-2016). (1) Given the product [Cl:1][C:2]1[C:3]([O:47][CH3:48])=[CH:4][CH:5]=[C:6]2[C:11]=1[N:10]=[C:9]([C:12]1[S:13][CH:14]=[C:15]([CH:17]([CH3:19])[CH3:18])[N:16]=1)[CH:8]=[C:7]2[O:20][CH:21]1[CH2:39][CH:38]2[N:23]([C:24](=[O:46])[C:25]([CH3:45])([CH3:44])[CH2:26][CH2:27][CH2:28][CH2:29][CH2:30][CH:31]=[CH:32][CH:33]3[C:35]([C:41]([NH:90][S:91]([CH:94]4[CH2:96][CH2:95]4)(=[O:93])=[O:92])=[O:43])([NH:36][C:37]2=[O:40])[CH2:34]3)[CH2:22]1, predict the reactants needed to synthesize it. The reactants are: [Cl:1][C:2]1[C:3]([O:47][CH3:48])=[CH:4][CH:5]=[C:6]2[C:11]=1[N:10]=[C:9]([C:12]1[S:13][CH:14]=[C:15]([CH:17]([CH3:19])[CH3:18])[N:16]=1)[CH:8]=[C:7]2[O:20][CH:21]1[CH2:39][CH:38]2[N:23]([C:24](=[O:46])[C:25]([CH3:45])([CH3:44])[CH2:26][CH2:27][CH2:28][CH2:29][CH2:30][CH:31]=[CH:32][CH:33]3[C:35]([C:41]([OH:43])=O)([NH:36][C:37]2=[O:40])[CH2:34]3)[CH2:22]1.C(C1N=C(C2C=C(OC3CC4N(C(=O)CCCCCCC=CC5C(C([NH:90][S:91]([CH:94]6[CH2:96][CH2:95]6)(=[O:93])=[O:92])=O)(NC4=O)C5)C3)C3C(=CC(OC)=CC=3)N=2)SC=1)(C)C. (2) Given the product [C:11]([C:10]1[S:9][C:8]([NH:17][C:18]([C:20]2[CH:21]=[CH:22][N:23]=[CH:24][CH:25]=2)=[O:19])=[N:7][C:6]=1[C:2]1[O:1][CH:5]=[CH:4][CH:3]=1)(=[O:16])[CH2:26][CH2:27][CH3:28], predict the reactants needed to synthesize it. The reactants are: [O:1]1[CH:5]=[CH:4][CH:3]=[C:2]1[C:6]1[N:7]=[C:8]([NH:17][C:18]([C:20]2[CH:25]=[CH:24][N:23]=[CH:22][CH:21]=2)=[O:19])[S:9][C:10]=1[C:11](=[O:16])N(OC)C.[CH2:26]([Mg]Br)[CH2:27][CH3:28].[Cl-].[NH4+].